The task is: Binary Classification. Given a miRNA mature sequence and a target amino acid sequence, predict their likelihood of interaction.. This data is from Experimentally validated miRNA-target interactions with 360,000+ pairs, plus equal number of negative samples. (1) The miRNA is ath-miR857 with sequence UUUUGUAUGUUGAAGGUGUAU. The protein sequence of the target gene is MSRRKQGKPQHLSKREFSPEPLEAILTDDEPDHGPLGAPEGDHDLLTCGQCQMNFPLGDILIFIEHKRKQCNGSLCLEKGVDKPPSPSPIEMKKASNPVEVGIQVTPEDDDCLSTSSRGICPKQEHIADKLLHWRGLSSPRSAHGALIPTPGMSAEYAPQGICKDEPSSYTCTTCKQPFTSAWFLLQHAQNTHGLRIYLESEHGSPLTPRVGIPSGLGAECPSQPPLHGIHIADNNPFNLLRIPGSVSREASGLAEGRFPPTPPLFSPPPRHHLDPHRIERLGAEEMALATHHPSAFDRV.... Result: 0 (no interaction). (2) The miRNA is hsa-miR-96-3p with sequence AAUCAUGUGCAGUGCCAAUAUG. The protein sequence of the target gene is MSWFSGLLVPKVDERKTAWGERNGQKRSRRRGTRAGGFCTPRYMSCLRDAEPPSPTPAGPPRCPWQDDAFIRRGGPGKGKELGLRAVALGFEDTEVTTTAGGTAEVAPDAVPRSGRSCWRRLVQVFQSKQFRSAKLERLYQRYFFQMNQSSLTLLMAVLVLLTAVLLAFHAAPARPQPAYVALLACAAALFVGLMVVCNRHSFRQDSMWVVSYVVLGILAAVQVGGALAADPRSPSAGLWCPVFFVYIAYTLLPIRMRAAVLSGLGLSTLHLILAWQLNRGDAFLWKQLGANVLLFLCTN.... Result: 0 (no interaction).